This data is from Peptide-MHC class I binding affinity with 185,985 pairs from IEDB/IMGT. The task is: Regression. Given a peptide amino acid sequence and an MHC pseudo amino acid sequence, predict their binding affinity value. This is MHC class I binding data. (1) The peptide sequence is YIFWIRTPR. The MHC is HLA-B44:02 with pseudo-sequence HLA-B44:02. The binding affinity (normalized) is 0.0847. (2) The peptide sequence is DIVKGLSGY. The MHC is HLA-A69:01 with pseudo-sequence HLA-A69:01. The binding affinity (normalized) is 0.0847. (3) The peptide sequence is MPASWVMRI. The MHC is HLA-B15:01 with pseudo-sequence HLA-B15:01. The binding affinity (normalized) is 0. (4) The peptide sequence is GLILFVLALY. The MHC is HLA-A03:01 with pseudo-sequence HLA-A03:01. The binding affinity (normalized) is 0.0760. (5) The peptide sequence is GYTPGDGQL. The MHC is HLA-A24:03 with pseudo-sequence HLA-A24:03. The binding affinity (normalized) is 0.390. (6) The peptide sequence is LTEIASLPTY. The binding affinity (normalized) is 0.969. The MHC is HLA-A01:01 with pseudo-sequence HLA-A01:01. (7) The peptide sequence is DALKNFGMI. The MHC is H-2-Kb with pseudo-sequence H-2-Kb. The binding affinity (normalized) is 0.0826. (8) The peptide sequence is KKWIILGLNK. The MHC is Mamu-B08 with pseudo-sequence Mamu-B08. The binding affinity (normalized) is 0.0625. (9) The peptide sequence is YIPPYCTI. The MHC is Mamu-B17 with pseudo-sequence Mamu-B17. The binding affinity (normalized) is 0.0525.